This data is from Peptide-MHC class II binding affinity with 134,281 pairs from IEDB. The task is: Regression. Given a peptide amino acid sequence and an MHC pseudo amino acid sequence, predict their binding affinity value. This is MHC class II binding data. The peptide sequence is DFLAKKGGEAMDTIS. The MHC is DRB4_0103 with pseudo-sequence DRB4_0103. The binding affinity (normalized) is 0.254.